This data is from Peptide-MHC class II binding affinity with 134,281 pairs from IEDB. The task is: Regression. Given a peptide amino acid sequence and an MHC pseudo amino acid sequence, predict their binding affinity value. This is MHC class II binding data. The peptide sequence is DCISIGPGSTGLNIT. The MHC is HLA-DQA10401-DQB10402 with pseudo-sequence HLA-DQA10401-DQB10402. The binding affinity (normalized) is 0.0593.